This data is from Full USPTO retrosynthesis dataset with 1.9M reactions from patents (1976-2016). The task is: Predict the reactants needed to synthesize the given product. (1) The reactants are: B(Br)(Br)Br.C[O:6][C:7]1[CH:12]=[CH:11][C:10]([CH2:13][CH:14]([CH2:20][CH2:21][C:22]2[CH:27]=[CH:26][CH:25]=[CH:24][CH:23]=2)[CH2:15][C:16]([O:18][CH3:19])=[O:17])=[CH:9][CH:8]=1. Given the product [OH:6][C:7]1[CH:8]=[CH:9][C:10]([CH2:13][CH:14]([CH2:20][CH2:21][C:22]2[CH:23]=[CH:24][CH:25]=[CH:26][CH:27]=2)[CH2:15][C:16]([O:18][CH3:19])=[O:17])=[CH:11][CH:12]=1, predict the reactants needed to synthesize it. (2) Given the product [CH2:1]([O:3][C:4]([C:6]1[S:7][C:8]([Br:19])=[C:9]([CH3:11])[N:10]=1)=[O:5])[CH3:2], predict the reactants needed to synthesize it. The reactants are: [CH2:1]([O:3][C:4]([C:6]1[S:7][CH:8]=[C:9]([CH3:11])[N:10]=1)=[O:5])[CH3:2].C1C(=O)N([Br:19])C(=O)C1. (3) Given the product [Cl:37][C:34]1[CH:35]=[CH:36][C:31]([NH:30][C:24]2[C:23]3[C:28](=[CH:29][C:20]([O:19][CH2:18][CH2:17][CH2:16][C:13]([N:45]4[CH2:46][CH2:47][N:42]([CH3:41])[CH2:43][CH2:44]4)=[O:15])=[C:21]([O:39][CH3:40])[CH:22]=3)[N:27]=[CH:26][N:25]=2)=[C:32]([F:38])[CH:33]=1, predict the reactants needed to synthesize it. The reactants are: Cl.CN(C)CCCN=C=NCC.[C:13]([CH2:16][CH2:17][CH2:18][O:19][C:20]1[CH:29]=[C:28]2[C:23]([C:24]([NH:30][C:31]3[CH:36]=[CH:35][C:34]([Cl:37])=[CH:33][C:32]=3[F:38])=[N:25][CH:26]=[N:27]2)=[CH:22][C:21]=1[O:39][CH3:40])([OH:15])=O.[CH3:41][N:42]1[CH2:47][CH2:46][NH:45][CH2:44][CH2:43]1. (4) Given the product [Cl:2][C:3]1[C:4]([NH:24][C:25]2[CH:30]=[CH:29][CH:28]=[CH:27][C:26]=2[S:31]([N:34]2[CH2:35][CH2:36][NH:37][CH2:38][CH2:39]2)(=[O:32])=[O:33])=[N:5][C:6]([NH:9][C:10]2[CH:15]=[CH:14][C:13]([N:16]3[CH2:17][CH2:18][O:19][CH2:20][CH2:21]3)=[CH:12][C:11]=2[O:22][CH3:23])=[N:7][CH:8]=1, predict the reactants needed to synthesize it. The reactants are: Br.[Cl:2][C:3]1[C:4]([NH:24][C:25]2[CH:30]=[CH:29][CH:28]=[CH:27][C:26]=2[S:31]([N:34]2[CH2:39][CH2:38][N:37](C(OCC3C=CC=CC=3)=O)[CH2:36][CH2:35]2)(=[O:33])=[O:32])=[N:5][C:6]([NH:9][C:10]2[CH:15]=[CH:14][C:13]([N:16]3[CH2:21][CH2:20][O:19][CH2:18][CH2:17]3)=[CH:12][C:11]=2[O:22][CH3:23])=[N:7][CH:8]=1. (5) Given the product [F:50][C:47]1[CH:48]=[CH:49][C:43]2[S:42][C:41]([NH:24][C@H:25]3[CH2:28][C@H:27]([N:29]4[C:33]5=[N:34][CH:35]=[CH:36][CH:37]=[C:32]5[N:31]([CH3:38])[C:30]4=[O:39])[CH2:26]3)=[N:45][C:44]=2[CH:46]=1, predict the reactants needed to synthesize it. The reactants are: C(OC(=O)N[C@H]1C[C@H](NC2SC3C=CC=CC=3N=2)C1)(C)(C)C.Cl.[NH2:24][C@H:25]1[CH2:28][C@H:27]([N:29]2[C:33]3=[N:34][CH:35]=[CH:36][CH:37]=[C:32]3[N:31]([CH3:38])[C:30]2=[O:39])[CH2:26]1.Cl[C:41]1[S:42][C:43]2[CH:49]=[CH:48][C:47]([F:50])=[CH:46][C:44]=2[N:45]=1.C(N(C(C)C)CC)(C)C. (6) Given the product [CH3:1][N:2]([C:3]1[CH:8]=[CH:7][CH:6]=[CH:5][CH:4]=1)[C:16]1[CH:21]=[CH:20][C:19]([CH3:22])=[CH:18][CH:17]=1.[CH3:1][N:2]([C:3]1[CH:8]=[CH:7][CH:6]=[CH:5][CH:4]=1)[C:17]1[CH:16]=[CH:21][CH:20]=[C:19]([CH3:22])[CH:18]=1, predict the reactants needed to synthesize it. The reactants are: [CH3:1][N:2](C)[C:3]1[CH:8]=[CH:7][CH:6]=[CH:5][CH:4]=1.FC(F)(F)S(O[C:16]1[CH:21]=[CH:20][C:19]([CH3:22])=[CH:18][C:17]=1[Si](C)(C)C)(=O)=O.[F-].[K+].C1OCCOCCOCCOCCOCCOC1. (7) Given the product [CH3:7][S:8]([C:9]1[N:14]=[C:13]([C:15]2[N:19]([C:20]3[CH:21]=[CH:22][CH:23]=[CH:24][CH:25]=3)[N:18]=[CH:17][CH:16]=2)[CH:12]=[CH:11][N:10]=1)(=[O:1])=[O:26], predict the reactants needed to synthesize it. The reactants are: [OH:1]OS([O-])=O.[K+].[CH3:7][S:8][C:9]1[N:14]=[C:13]([C:15]2[N:19]([C:20]3[CH:25]=[CH:24][CH:23]=[CH:22][CH:21]=3)[N:18]=[CH:17][CH:16]=2)[CH:12]=[CH:11][N:10]=1.[OH2:26]. (8) The reactants are: [CH3:1][C:2]1[C:3]([NH:22][C:23]2[CH:33]=[CH:32][CH:31]=[CH:30][C:24]=2[C:25](OCC)=[O:26])=[N:4][C:5]([NH:8][C:9]2[CH:14]=[CH:13][CH:12]=[C:11]([N:15]3[CH2:20][CH2:19][N:18]([CH3:21])[CH2:17][CH2:16]3)[CH:10]=2)=[N:6][CH:7]=1.[NH:34]1[CH2:38][CH2:37][C@@H:36]([OH:39])[CH2:35]1. Given the product [CH3:1][C:2]1[C:3]([NH:22][C:23]2[CH:33]=[CH:32][CH:31]=[CH:30][C:24]=2[C:25]([N:34]2[CH2:38][CH2:37][C@@H:36]([OH:39])[CH2:35]2)=[O:26])=[N:4][C:5]([NH:8][C:9]2[CH:14]=[CH:13][CH:12]=[C:11]([N:15]3[CH2:16][CH2:17][N:18]([CH3:21])[CH2:19][CH2:20]3)[CH:10]=2)=[N:6][CH:7]=1, predict the reactants needed to synthesize it.